From a dataset of Reaction yield outcomes from USPTO patents with 853,638 reactions. Predict the reaction yield, written as a fraction of the theoretical maximum amount of product (1.0 means a 100% yield; for example, 0.34 means a 34% yield). (1) The reactants are I[C:2]1[CH:3]=[C:4]([C:7]([O:9][CH3:10])=[O:8])[NH:5][CH:6]=1.[CH3:11][C:12]1(C)[C:16](C)(C)OB(C(C)=C)O1.P([O-])([O-])([O-])=O.[K+].[K+].[K+]. The catalyst is C1C=CC(/C=C/C(/C=C/C2C=CC=CC=2)=O)=CC=1.C1C=CC(/C=C/C(/C=C/C2C=CC=CC=2)=O)=CC=1.C1C=CC(/C=C/C(/C=C/C2C=CC=CC=2)=O)=CC=1.[Pd].[Pd].CO. The product is [CH2:11]=[C:12]([C:2]1[CH:3]=[C:4]([C:7]([O:9][CH3:10])=[O:8])[NH:5][CH:6]=1)[CH3:16]. The yield is 0.688. (2) The reactants are [Br:1][C:2]1[C:3]([F:10])=[CH:4][C:5]([F:9])=[C:6]([CH:8]=1)[NH2:7].C(N(CC)CC)C.[C:18](Cl)(=[O:22])[CH:19]([CH3:21])[CH3:20]. The catalyst is C1COCC1. The product is [Br:1][C:2]1[C:3]([F:10])=[CH:4][C:5]([F:9])=[C:6]([NH:7][C:18](=[O:22])[CH:19]([CH3:21])[CH3:20])[CH:8]=1. The yield is 0.940. (3) The reactants are [CH3:1][N:2]([CH3:18])[C:3](=[O:17])[C@@H:4]([NH:9]C(=O)OC(C)(C)C)[C:5]([CH3:8])([CH3:7])[CH3:6].Cl.CCN(CC)CC.[F:27][C:28]([F:43])([F:42])[C:29]1[CH:30]=[C:31]([N:39]=[C:40]=[S:41])[CH:32]=[C:33]([C:35]([F:38])([F:37])[F:36])[CH:34]=1. The catalyst is O1CCOCC1. The product is [F:36][C:35]([F:37])([F:38])[C:33]1[CH:32]=[C:31]([NH:39][C:40](=[S:41])[NH:9][C@@H:4]([C:5]([CH3:8])([CH3:7])[CH3:6])[C:3]([N:2]([CH3:18])[CH3:1])=[O:17])[CH:30]=[C:29]([C:28]([F:42])([F:27])[F:43])[CH:34]=1. The yield is 0.710. (4) The reactants are C(OC([N:8]1[CH2:11][CH:10]([C:12]([N:14]2[CH2:18][C@H:17]([C:19]3[CH:24]=[CH:23][C:22]([Cl:25])=[C:21]([Cl:26])[CH:20]=3)[C@@H:16]([C@@H:27]([O:29][C:30]3[CH:35]=[CH:34][C:33]([C:36]#[N:37])=[CH:32][N:31]=3)[CH3:28])[CH2:15]2)=[O:13])[CH2:9]1)=O)(C)(C)C.C(O)(C(F)(F)F)=O. The catalyst is C(Cl)Cl. The product is [NH:8]1[CH2:9][CH:10]([C:12]([N:14]2[CH2:18][CH:17]([C:19]3[CH:24]=[CH:23][C:22]([Cl:25])=[C:21]([Cl:26])[CH:20]=3)[CH:16]([CH:27]([O:29][C:30]3[CH:35]=[CH:34][C:33]([C:36]#[N:37])=[CH:32][N:31]=3)[CH3:28])[CH2:15]2)=[O:13])[CH2:11]1. The yield is 0.920. (5) The reactants are [Br:1][C:2]1[N:11]=[C:10]2[C:5]([C:6](=[O:12])[CH2:7][CH2:8][NH:9]2)=[CH:4][CH:3]=1.[BH4-].[Na+].C(OCC)(=O)C.CCCCCC. The catalyst is CO. The product is [Br:1][C:2]1[N:11]=[C:10]2[C:5]([CH:6]([OH:12])[CH2:7][CH2:8][NH:9]2)=[CH:4][CH:3]=1. The yield is 0.780.